Dataset: Peptide-MHC class II binding affinity with 134,281 pairs from IEDB. Task: Regression. Given a peptide amino acid sequence and an MHC pseudo amino acid sequence, predict their binding affinity value. This is MHC class II binding data. (1) The peptide sequence is QDKLCGSLIGMTNRA. The MHC is HLA-DQA10501-DQB10303 with pseudo-sequence HLA-DQA10501-DQB10303. The binding affinity (normalized) is 0.452. (2) The peptide sequence is AVFDSKLISEKET. The MHC is HLA-DPA10301-DPB10402 with pseudo-sequence HLA-DPA10301-DPB10402. The binding affinity (normalized) is 0.314. (3) The peptide sequence is GELQIVDKIDAQFKI. The MHC is DRB1_0101 with pseudo-sequence DRB1_0101. The binding affinity (normalized) is 0.456. (4) The peptide sequence is PFTVRYTTEGGTKGE. The MHC is HLA-DQA10102-DQB10502 with pseudo-sequence HLA-DQA10102-DQB10502. The binding affinity (normalized) is 0. (5) The peptide sequence is INEPTAAAIAYGMDR. The MHC is HLA-DQA10401-DQB10402 with pseudo-sequence HLA-DQA10401-DQB10402. The binding affinity (normalized) is 0.518.